This data is from Full USPTO retrosynthesis dataset with 1.9M reactions from patents (1976-2016). The task is: Predict the reactants needed to synthesize the given product. (1) Given the product [Cl:1][C:2]1[C:3]([O:12][C:13]2[CH:14]=[N:15][C:16]([O:20][CH:21]([CH3:23])[CH3:22])=[C:17]([Cl:19])[CH:18]=2)=[CH:4][C:5]2[O:9][N:8]=[C:7]([NH:10][S:25]([CH3:24])(=[O:27])=[O:26])[C:6]=2[CH:11]=1, predict the reactants needed to synthesize it. The reactants are: [Cl:1][C:2]1[C:3]([O:12][C:13]2[CH:14]=[N:15][C:16]([O:20][CH:21]([CH3:23])[CH3:22])=[C:17]([Cl:19])[CH:18]=2)=[CH:4][C:5]2[O:9][N:8]=[C:7]([NH2:10])[C:6]=2[CH:11]=1.[CH3:24][S:25](Cl)(=[O:27])=[O:26].C(N(CC)CC)C. (2) Given the product [Br:1][C:2]1[CH:3]=[C:4]2[C:8](=[CH:9][C:10]=1[F:11])[N:7]([C:15]([C:16]1[CH:21]=[CH:20][CH:19]=[CH:18][CH:17]=1)([C:28]1[CH:29]=[CH:30][CH:31]=[CH:32][CH:33]=1)[C:22]1[CH:23]=[CH:24][CH:25]=[CH:26][CH:27]=1)[N:6]=[C:5]2[I:12], predict the reactants needed to synthesize it. The reactants are: [Br:1][C:2]1[CH:3]=[C:4]2[C:8](=[CH:9][C:10]=1[F:11])[NH:7][N:6]=[C:5]2[I:12].[H-].[Na+].[C:15](Cl)([C:28]1[CH:33]=[CH:32][CH:31]=[CH:30][CH:29]=1)([C:22]1[CH:27]=[CH:26][CH:25]=[CH:24][CH:23]=1)[C:16]1[CH:21]=[CH:20][CH:19]=[CH:18][CH:17]=1.O. (3) The reactants are: [Cl:1][C:2]1[N:7]=[C:6]([NH:8][C:9]2[CH:10]=[C:11]([NH:15][C:16](=[O:26])[C:17]3[CH:22]=[CH:21][CH:20]=[C:19]([N+:23]([O-])=O)[CH:18]=3)[CH:12]=[CH:13][CH:14]=2)[C:5]([Cl:27])=[CH:4][N:3]=1. Given the product [NH2:23][C:19]1[CH:18]=[C:17]([CH:22]=[CH:21][CH:20]=1)[C:16]([NH:15][C:11]1[CH:12]=[CH:13][CH:14]=[C:9]([NH:8][C:6]2[C:5]([Cl:27])=[CH:4][N:3]=[C:2]([Cl:1])[N:7]=2)[CH:10]=1)=[O:26], predict the reactants needed to synthesize it. (4) Given the product [CH:1]([C:4]1[N:5]=[C:6]([C:9]2[N:10]=[C:11]([O:21][CH:22]3[CH2:39][CH:38]4[N:24]([C:25](=[O:45])[N:26]([CH3:44])[CH2:27][CH2:28][CH2:29][CH2:30][CH:31]=[CH:32][CH:33]5[C:35]([C:41]([NH:81][S:82]([CH:85]6[CH2:87][CH2:86]6)(=[O:84])=[O:83])=[O:43])([NH:36][C:37]4=[O:40])[CH2:34]5)[CH2:23]3)[C:12]3[C:17]([CH:18]=2)=[CH:16][C:15]([O:19][CH3:20])=[CH:14][CH:13]=3)[S:7][CH:8]=1)([CH3:3])[CH3:2], predict the reactants needed to synthesize it. The reactants are: [CH:1]([C:4]1[N:5]=[C:6]([C:9]2[N:10]=[C:11]([O:21][CH:22]3[CH2:39][CH:38]4[N:24]([C:25](=[O:45])[N:26]([CH3:44])[CH2:27][CH2:28][CH2:29][CH2:30][CH:31]=[CH:32][CH:33]5[C:35]([C:41]([OH:43])=O)([NH:36][C:37]4=[O:40])[CH2:34]5)[CH2:23]3)[C:12]3[C:17]([CH:18]=2)=[CH:16][C:15]([O:19][CH3:20])=[CH:14][CH:13]=3)[S:7][CH:8]=1)([CH3:3])[CH3:2].ClC1N=C(OC2CC3N(C(=O)N(C)CCCCC=CC4C(C([NH:81][S:82]([CH:85]5[CH2:87][CH2:86]5)(=[O:84])=[O:83])=O)(NC3=O)C4)C2)C2C(C=1)=CC(OC)=CC=2. (5) Given the product [CH3:8][N:9]1[CH:10]([C:29]2[CH:36]=[CH:35][C:32]([C:33]#[N:34])=[CH:31][C:30]=2[C:37]([F:39])([F:40])[F:38])[C:11]2[C:27](=[O:28])[NH:26][CH2:25][CH2:24][C:12]=2[N:13]([C:14]2[CH:19]=[CH:18][CH:17]=[C:16]([C:20]([F:23])([F:21])[F:22])[CH:15]=2)[C:1]1=[O:4], predict the reactants needed to synthesize it. The reactants are: [C:1](=[O:4])([O-])[O-].[Cs+].[Cs+].O=[C:8]1[N:13]([C:14]2[CH:19]=[CH:18][CH:17]=[C:16]([C:20]([F:23])([F:22])[F:21])[CH:15]=2)[C:12]2[CH2:24][CH2:25][NH:26][C:27](=[O:28])[C:11]=2[CH:10]([C:29]2[CH:36]=[CH:35][C:32]([C:33]#[N:34])=[CH:31][C:30]=2[C:37]([F:40])([F:39])[F:38])[NH:9]1.CI. (6) Given the product [CH2:17]([O:19][C:20]([C:22]1([C:25]2[CH:30]=[CH:29][C:28]([C:2]3[CH:7]=[CH:6][C:5]([C:8]4[O:12][N:11]=[C:10]([CH3:13])[C:9]=4[CH2:14][CH2:15][OH:16])=[CH:4][CH:3]=3)=[CH:27][CH:26]=2)[CH2:23][CH2:24]1)=[O:21])[CH3:18], predict the reactants needed to synthesize it. The reactants are: Br[C:2]1[CH:7]=[CH:6][C:5]([C:8]2[O:12][N:11]=[C:10]([CH3:13])[C:9]=2[CH2:14][CH2:15][OH:16])=[CH:4][CH:3]=1.[CH2:17]([O:19][C:20]([C:22]1([C:25]2[CH:30]=[CH:29][C:28](B3OC(C)(C)C(C)(C)O3)=[CH:27][CH:26]=2)[CH2:24][CH2:23]1)=[O:21])[CH3:18]. (7) Given the product [CH2:1]([C:9]1[CH:10]([C:12]([Cl:18])=[O:14])[CH:11]=1)[CH2:2][CH2:3][CH2:4][CH2:5][CH2:6][CH2:7][CH3:8], predict the reactants needed to synthesize it. The reactants are: [CH2:1]([C:9]1[CH:10]([C:12]([OH:14])=O)[CH:11]=1)[CH2:2][CH2:3][CH2:4][CH2:5][CH2:6][CH2:7][CH3:8].C(Cl)(=O)C([Cl:18])=O. (8) Given the product [Cl:1][C:2]1[C:9]([Cl:10])=[CH:8][CH:7]=[CH:6][C:3]=1[CH2:4][N:11]1[CH2:15][CH2:14][CH2:13][CH2:12]1, predict the reactants needed to synthesize it. The reactants are: [Cl:1][C:2]1[C:9]([Cl:10])=[CH:8][CH:7]=[CH:6][C:3]=1[CH:4]=O.[NH:11]1[CH2:15][CH2:14][CH2:13][CH2:12]1.[OH-].[Na+]. (9) Given the product [C:1]([CH:5]1[CH2:10][CH2:9][CH:8]([C:11]([O:13][CH3:14])=[O:12])[CH2:7][CH2:6]1)([CH3:4])([CH3:2])[CH3:3], predict the reactants needed to synthesize it. The reactants are: [C:1]([CH:5]1[CH2:10][CH2:9][CH:8]([C:11]([OH:13])=[O:12])[CH2:7][CH2:6]1)([CH3:4])([CH3:3])[CH3:2].[C:14](Cl)(=O)C(Cl)=O.CN(C)C=O. (10) Given the product [OH:39][NH:38][C:37]([CH2:36][CH2:35][CH2:34][CH2:33][CH2:32][CH2:31][NH:30][C:29]([C:24]1[NH:25][C:26]2[C:22]([CH:23]=1)=[CH:21][C:20]([CH2:19][CH2:18][C:17]([NH:16][C@@H:8]([CH2:9][C:10]1[CH:11]=[CH:12][CH:13]=[CH:14][CH:15]=1)[C:7]([OH:43])=[O:6])=[O:42])=[CH:28][CH:27]=2)=[O:41])=[O:40], predict the reactants needed to synthesize it. The reactants are: C1([O:6][C:7](=[O:43])[C@@H:8]([NH:16][C:17](=[O:42])[CH2:18][CH2:19][C:20]2[CH:21]=[C:22]3[C:26](=[CH:27][CH:28]=2)[NH:25][C:24]([C:29](=[O:41])[NH:30][CH2:31][CH2:32][CH2:33][CH2:34][CH2:35][CH2:36][C:37](=[O:40])[NH:38][OH:39])=[CH:23]3)[CH2:9][C:10]2[CH:15]=[CH:14][CH:13]=[CH:12][CH:11]=2)CCCC1.[OH-].[Na+].